Dataset: Forward reaction prediction with 1.9M reactions from USPTO patents (1976-2016). Task: Predict the product of the given reaction. (1) Given the reactants [CH2:1]([O:3][N:4]1[C:16]2[C:15]3[CH:14]=[CH:13][CH:12]=[CH:11][C:10]=3[N:9]=[CH:8][C:7]=2[N:6]=[CH:5]1)[CH3:2].ClC1C=C(C=CC=1)C(OO)=[O:22].C(=O)(O)[O-].[Na+], predict the reaction product. The product is: [CH2:1]([O:3][N:4]1[C:16]2[C:15]3[CH:14]=[CH:13][CH:12]=[CH:11][C:10]=3[N+:9]([O-:22])=[CH:8][C:7]=2[N:6]=[CH:5]1)[CH3:2]. (2) Given the reactants [C:1]([OH:7])([C:3]([F:6])([F:5])[F:4])=[O:2].[NH2:8][C:9]1[N:14]=[CH:13][N:12]=[C:11]2[N:15]([CH:19]([C:21]3[C:22]([O:38][CH3:39])=[C:23]([CH2:29][CH2:30][C:31]([O:33]C(C)(C)C)=[O:32])[C:24]([CH3:28])=[C:25]([Cl:27])[CH:26]=3)[CH3:20])[N:16]=[C:17]([CH3:18])[C:10]=12, predict the reaction product. The product is: [F:4][C:3]([F:6])([F:5])[C:1]([OH:7])=[O:2].[NH2:8][C:9]1[N:14]=[CH:13][N:12]=[C:11]2[N:15]([CH:19]([C:21]3[C:22]([O:38][CH3:39])=[C:23]([CH2:29][CH2:30][C:31]([OH:33])=[O:32])[C:24]([CH3:28])=[C:25]([Cl:27])[CH:26]=3)[CH3:20])[N:16]=[C:17]([CH3:18])[C:10]=12.